From a dataset of Catalyst prediction with 721,799 reactions and 888 catalyst types from USPTO. Predict which catalyst facilitates the given reaction. Reactant: [CH:1]1[C:13]2[NH:12][C:11]3[C:6](=[CH:7][CH:8]=[CH:9][CH:10]=3)[C:5]=2[CH:4]=[CH:3][CH:2]=1.[Br:14][CH2:15][CH2:16][CH2:17][CH2:18][CH2:19][CH2:20]Br.[H-].[Na+]. Product: [Br:14][CH2:15][CH2:16][CH2:17][CH2:18][CH2:19][CH2:20][N:12]1[C:11]2[CH:10]=[CH:9][CH:8]=[CH:7][C:6]=2[C:5]2[C:13]1=[CH:1][CH:2]=[CH:3][CH:4]=2. The catalyst class is: 1.